The task is: Binary Classification. Given a miRNA mature sequence and a target amino acid sequence, predict their likelihood of interaction.. This data is from Experimentally validated miRNA-target interactions with 360,000+ pairs, plus equal number of negative samples. The miRNA is hsa-miR-502-3p with sequence AAUGCACCUGGGCAAGGAUUCA. The protein sequence of the target gene is MVCRPVFPCRRRFCPRPFLVGLVVAICLFYQTLTLRGSRKLTAAAPGAVPHTSTETQASRCKKGFSQDKQCFLLSGNAQETRKVKESMETHFGSHGRRAILYRPPFYSKTELQLHQHILTQHGYTVVIAEERLNAGLGPGLLEQGDLGSWDLLICLSSKKAEGTPCISKEVMCQLGLHQKANRLPEIQQPLCRKEGLCQIVRRFPELQLPVSPSVCLDQGMQLKPSTSSHLLKTVKPRVWKPGDWSREQLNETTVLAPHETIFRAEDLSVILKAYVLVTSLTPLRAFIHSTGTVWNPPKK.... Result: 0 (no interaction).